Dataset: Forward reaction prediction with 1.9M reactions from USPTO patents (1976-2016). Task: Predict the product of the given reaction. (1) Given the reactants CS[C:3](SC)=[C:4]1[C:13](=[O:14])[C:12]([CH2:18][CH2:19][CH3:20])([CH2:15][CH2:16][CH3:17])[C:11]2[C:6](=[CH:7][C:8]([F:21])=[CH:9][CH:10]=2)[C:5]1=[O:22].CSC(SC)=C1C(=O)C(CCCC)(CCCC)C2C(=CC=CC=2)C1=O.[NH2:50][C:51]1[CH:56]=[CH:55][C:54]([NH:57][C:58](=[O:64])[O:59][C:60]([CH3:63])([CH3:62])[CH3:61])=[CH:53][C:52]=1[S:65]([NH2:68])(=[O:67])=[O:66].NC1C=CC(OCC2C=CC=CC=2)=CC=1S(N)(=O)=O, predict the reaction product. The product is: [F:21][C:8]1[CH:7]=[C:6]2[C:11]([C:12]([CH2:15][CH2:16][CH3:17])([CH2:18][CH2:19][CH3:20])[C:13](=[O:14])[C:4]([C:3]3[NH:50][C:51]4[CH:56]=[CH:55][C:54]([NH:57][C:58](=[O:64])[O:59][C:60]([CH3:62])([CH3:63])[CH3:61])=[CH:53][C:52]=4[S:65](=[O:66])(=[O:67])[N:68]=3)=[C:5]2[OH:22])=[CH:10][CH:9]=1. (2) Given the reactants [Cl:1][C:2]1[C:6]([C:7](O)=[O:8])=[C:5]([C:10]2[CH:15]=[CH:14][CH:13]=[CH:12][CH:11]=2)[S:4][N:3]=1, predict the reaction product. The product is: [Cl:1][C:2]1[C:6]([CH2:7][OH:8])=[C:5]([C:10]2[CH:11]=[CH:12][CH:13]=[CH:14][CH:15]=2)[S:4][N:3]=1. (3) Given the reactants [C:1]([O:5][C:6]([N:8]1[CH:13]([CH2:14][CH3:15])[CH2:12][CH2:11][CH2:10][CH:9]1[CH:16]([OH:40])[C@@H:17]([N:25](CC1C=CC=CC=1)CC1C=CC=CC=1)[CH2:18][C:19]1[CH:24]=[CH:23][CH:22]=[CH:21][CH:20]=1)=[O:7])([CH3:4])([CH3:3])[CH3:2].[H][H], predict the reaction product. The product is: [C:1]([O:5][C:6]([N:8]1[CH:13]([CH2:14][CH3:15])[CH2:12][CH2:11][CH2:10][CH:9]1[CH:16]([OH:40])[C@@H:17]([NH2:25])[CH2:18][C:19]1[CH:20]=[CH:21][CH:22]=[CH:23][CH:24]=1)=[O:7])([CH3:2])([CH3:3])[CH3:4]. (4) The product is: [CH2:7]([C:14]1[S:18][C:17]([S:19]([Cl:25])(=[O:22])=[O:20])=[CH:16][CH:15]=1)[C:8]1[CH:13]=[CH:12][CH:11]=[CH:10][CH:9]=1. Given the reactants P(Cl)(Cl)(Cl)(Cl)Cl.[CH2:7]([C:14]1[S:18][C:17]([S:19]([OH:22])(=O)=[O:20])=[CH:16][CH:15]=1)[C:8]1[CH:13]=[CH:12][CH:11]=[CH:10][CH:9]=1.P(Cl)(Cl)([Cl:25])=O, predict the reaction product. (5) Given the reactants [Cl:1][C:2]1[CH:7]=[CH:6][C:5]([O:8][CH2:9][C@H:10]([CH3:13])[CH2:11]Cl)=[CH:4][CH:3]=1.[CH3:14][CH:15]([CH3:31])[C:16]([NH:18][C:19]1[CH:24]=[CH:23][CH:22]=[C:21]([CH:25]2[CH2:30][CH2:29][NH:28][CH2:27][CH2:26]2)[CH:20]=1)=[O:17], predict the reaction product. The product is: [Cl:1][C:2]1[CH:7]=[CH:6][C:5]([O:8][CH2:9][C@H:10]([CH3:13])[CH2:11][N:28]2[CH2:29][CH2:30][CH:25]([C:21]3[CH:20]=[C:19]([NH:18][C:16](=[O:17])[CH:15]([CH3:14])[CH3:31])[CH:24]=[CH:23][CH:22]=3)[CH2:26][CH2:27]2)=[CH:4][CH:3]=1.